From a dataset of NCI-60 drug combinations with 297,098 pairs across 59 cell lines. Regression. Given two drug SMILES strings and cell line genomic features, predict the synergy score measuring deviation from expected non-interaction effect. (1) Drug 1: CC1=C(C(=O)C2=C(C1=O)N3CC4C(C3(C2COC(=O)N)OC)N4)N. Cell line: COLO 205. Drug 2: CC1C(C(CC(O1)OC2CC(CC3=C2C(=C4C(=C3O)C(=O)C5=C(C4=O)C(=CC=C5)OC)O)(C(=O)CO)O)N)O.Cl. Synergy scores: CSS=55.9, Synergy_ZIP=-4.18, Synergy_Bliss=0.230, Synergy_Loewe=-6.27, Synergy_HSA=2.92. (2) Synergy scores: CSS=-2.80, Synergy_ZIP=-0.680, Synergy_Bliss=-2.15, Synergy_Loewe=-5.40, Synergy_HSA=-5.40. Cell line: NCI-H522. Drug 1: CN(C)C1=NC(=NC(=N1)N(C)C)N(C)C. Drug 2: C1=CC(=CC=C1C#N)C(C2=CC=C(C=C2)C#N)N3C=NC=N3. (3) Drug 1: CN(CCCl)CCCl.Cl. Drug 2: CC(C)CN1C=NC2=C1C3=CC=CC=C3N=C2N. Cell line: NCI-H460. Synergy scores: CSS=57.8, Synergy_ZIP=6.68, Synergy_Bliss=5.10, Synergy_Loewe=3.78, Synergy_HSA=5.33.